From a dataset of Reaction yield outcomes from USPTO patents with 853,638 reactions. Predict the reaction yield, written as a fraction of the theoretical maximum amount of product (1.0 means a 100% yield; for example, 0.34 means a 34% yield). The reactants are C(Cl)CCl.[NH2:5][C:6]1[N:11]=[CH:10][C:9]([CH:12]=[CH:13][C:14]([OH:16])=O)=[CH:8][CH:7]=1.[CH3:17][NH:18][CH2:19][C:20]1[NH:21][C:22]2[C:27]([CH:28]=1)=[CH:26][CH:25]=[CH:24][CH:23]=2.C1C=CC2N(O)N=NC=2C=1.O.C(N(C(C)C)CC)(C)C. The catalyst is CN(C=O)C. The product is [NH2:5][C:6]1[N:11]=[CH:10][C:9](/[CH:12]=[CH:13]/[C:14]([N:18]([CH2:19][C:20]2[NH:21][C:22]3[C:27]([CH:28]=2)=[CH:26][CH:25]=[CH:24][CH:23]=3)[CH3:17])=[O:16])=[CH:8][CH:7]=1. The yield is 0.680.